Task: Predict which catalyst facilitates the given reaction.. Dataset: Catalyst prediction with 721,799 reactions and 888 catalyst types from USPTO (1) Reactant: [CH:1]1([CH2:4][O:5][C:6]2[N:11]=[CH:10][N:9]=[C:8]([NH2:12])[CH:7]=2)C[CH2:2]1. Product: [CH2:4]([O:5][C:6]1[N:11]=[CH:10][N:9]=[C:8]([NH2:12])[CH:7]=1)[CH2:1][CH3:2]. The catalyst class is: 259. (2) Reactant: C(N(CC)CC)C.Cl.[Br:9][C:10]1[CH:11]=[C:12]([CH:15]=[CH:16][CH:17]=1)[CH2:13][NH2:14].[C:18](O[C:18]([O:20][C:21]([CH3:24])([CH3:23])[CH3:22])=[O:19])([O:20][C:21]([CH3:24])([CH3:23])[CH3:22])=[O:19].O. Product: [Br:9][C:10]1[CH:11]=[C:12]([CH:15]=[CH:16][CH:17]=1)[CH2:13][NH:14][C:18](=[O:19])[O:20][C:21]([CH3:24])([CH3:23])[CH3:22]. The catalyst class is: 13. (3) Reactant: C(N(CC)CC)C.[CH:8]([C:10]1[C:18]2[C:13](=[CH:14][CH:15]=[CH:16][CH:17]=2)[N:12](C(OC(C)(C)C)=O)[CH:11]=1)=[O:9].[F:26][C:27]1[CH:34]=[C:33]([CH:35]=[N:36][C:37]2[CH:42]=[CH:41][CH:40]=[C:39]([O:43][CH3:44])[CH:38]=2)[CH:32]=[CH:31][C:28]=1[C:29]#[N:30]. Product: [NH:12]1[C:13]2[C:18](=[CH:17][CH:16]=[CH:15][CH:14]=2)[C:10]([C:8](=[O:9])[CH:35]([C:33]2[CH:32]=[CH:31][C:28]([C:29]#[N:30])=[C:27]([F:26])[CH:34]=2)[NH:36][C:37]2[CH:42]=[CH:41][CH:40]=[C:39]([O:43][CH3:44])[CH:38]=2)=[CH:11]1. The catalyst class is: 433. (4) Reactant: [Cl:1][C:2]1[N:7]=[C:6](Cl)[C:5]([NH2:9])=[C:4]([CH3:10])[N:3]=1.Cl.[NH:12]1[CH2:17][CH2:16][O:15][CH2:14][CH:13]1[C:18](O)=[O:19].CCN(C(C)C)C(C)C. Product: [Cl:1][C:2]1[N:3]=[C:4]([CH3:10])[C:5]2[NH:9][C:18](=[O:19])[CH:13]3[CH2:14][O:15][CH2:16][CH2:17][N:12]3[C:6]=2[N:7]=1. The catalyst class is: 16. (5) Reactant: [C:1]([CH2:3]C(OCC)=O)#[N:2].[C:9]1([NH:15][C:16]2[CH:21]=[CH:20][CH:19]=[CH:18][C:17]=2[NH2:22])[CH:14]=[CH:13][CH:12]=[CH:11][CH:10]=1.COCCOCCOC.O. Product: [C:1]([C:3]1[CH:10]=[CH:11][CH:12]=[CH:13][C:14]=1[C:9]1[NH:15][C:16]2[CH:21]=[CH:20][CH:19]=[CH:18][C:17]=2[N:22]=1)#[N:2]. The catalyst class is: 8.